Dataset: Experimentally validated miRNA-target interactions with 360,000+ pairs, plus equal number of negative samples. Task: Binary Classification. Given a miRNA mature sequence and a target amino acid sequence, predict their likelihood of interaction. (1) The miRNA is mmu-miR-455-5p with sequence UAUGUGCCUUUGGACUACAUCG. The protein sequence of the target gene is MLLSVPLLLGLLGLAAADPAIYFKEQFLDGDAWTNRWVESKHKSDFGKFVLSSGKFYGDLEKDKGLQTSQDARFYALSAKFEPFSNKGQTLVVQFTVKHEQNIDCGGGYVKLFPSGLDQKDMHGDSEYNIMFGPDICGPGTKKVHVIFNYKGKNVLINKDIRCKDDEFTHLYTLIVRPDNTYEVKIDNSQVESGSLEDDWDFLPPKKIKDPDAAKPEDWDERAKIDDPTDSKPEDWDKPEHIPDPDAKKPEDWDEEMDGEWEPPVIQNPEYKGEWKPRQIDNPDYKGTWIHPEIDNPEYS.... Result: 1 (interaction). (2) The miRNA is mmu-miR-686 with sequence AUUGCUUCCCAGACGGUGAAGA. The protein sequence of the target gene is MGKRRCVPPLEPKLAAGCCGVKKPKLSGSGTHSHGNQSTTVPGSSSGPLQNHQHVDNSSGRENVSDLTLGPGNSPITRMNTASGALSPLPRPNGTANSTKNLVVTAEMCCYCFDVLYCHLYGFPQPRLPRFTNDPYPLFVTWKTGRDKRLRGCIGTFSAMNLHSGLREYTLTSALKDSRFPPLTREELPKLFCSVSLLTNFEDASDYLDWEVGVHGIRIEFINEKGIKRTATYLPEVAKEQDWDQIQTIDSLLRKGGFKAPITSEFRKSIKLTRYRSEKVTISYAEYIASRQHCFQNGTL.... Result: 1 (interaction). (3) The miRNA is hsa-miR-204-5p with sequence UUCCCUUUGUCAUCCUAUGCCU. The protein sequence of the target gene is MPTPRGCSGPCHFLAPAFVLLLLPALSGSGAVPSMVVREVQESKSPKPGPHTLSPLPPGPTAAQPRGQAQSDAAGLPGAESRNDSIPGAGSEADGLEGKAGEGSQGGSLAVSPSPGDKPMTQRALTVLVVVSAAVLVYFVVRTVRMRRRNRKTRRYGVLDTNIENMELTPLEQDDEDDDNTLFDANHPRR. Result: 0 (no interaction). (4) The miRNA is cel-let-7-5p with sequence UGAGGUAGUAGGUUGUAUAGUU. The protein sequence of the target gene is MNTDSGGCARKRAAMSVTLTSVKRVQSSPNLLAAGRESQSPDSAWRSYNDRNPETLNGDATYSSLAAKGFRSVRPNLQDKRSPTQSQITINGNSGGAVSPVSYYQRPFSPSAYSLPASLNSSIIMQHGRSLDSAETYSQHAQSLDGTMGSSIPLYRSSEEEKRVTVIKAPHYPGIGPVDESGIPTAIRTTVDRPKDWYKTMFKQIHMVHKPGLYNSPYSAQSHPAAKTQTYRPLSKSHSDNGTDAFKEVPSPVPPPHVPPRPRDQSSTLKHDWDPPDRKVDTRKFRSEPRSIFEYEPGKS.... Result: 0 (no interaction). (5) The miRNA is hsa-miR-6811-3p with sequence AGCCUGUGCUUGUCCCUGCAG. The protein sequence of the target gene is MPGVANSGPSTSSRETANPCSRKKVHFGSIHDAVRAGDVKQLSEIVCLHWLLWHGADITHVTTRGWTASHIAAIRGQDACVQALIMNGANLTAQDDRGCTPLHLAATHGHSFTLQIMLRSGVDPSVTDKREWRPVHYAAFHGRLGCLQLLVKWGCSIEDVDYNGNLPVHLAAMEGHLHCFKFLVSRMSSATQVLKAFNDNGENVLDLAQRFFKQNILQFIQGAEYEGKDLEDQETLAFPGHVAAFKGDLGMLKKLVEDGVININERADNGSTPMHKAAGQGHIECLQWLIKMGADSNITN.... Result: 1 (interaction). (6) The miRNA is hsa-miR-6728-5p with sequence UUGGGAUGGUAGGACCAGAGGGG. The protein sequence of the target gene is MAAAVAVAAASRRQSCYLCDLPRMPWAMIWDFTEPVCRGCVNYEGADRVEFVIETARQLKRAHGCFPEGRSPPGAAASAAAKPPPLSAKDILLQQQQQLGHGGPEAAPRAPQALERYPLAAAAERPPRLGSDFGSSRPAASLAQPPTPQPPPVNGILVPNGFSKLEEPPELNRQSPNPRRGHAVPPTLVPLMNGSATPLPTALGLGGRAAASLAAVSGTAAASLGSAQPTDLGAHKRPASVSSSAAVEHEQREAAAKEKQPPPPAHRGPADSLSTAAGAAELSAEGAGKSRGSGEQDWVN.... Result: 0 (no interaction). (7) The miRNA is hsa-miR-4649-3p with sequence UCUGAGGCCUGCCUCUCCCCA. The protein sequence of the target gene is MDQSRVLLWVKAEPFIVGALQVPPPSKFSLHYLRKISTYVQIRATEGAYPRLYWSTWRHIACGKLQLAKDLAWLYFEIFDSLSMKTPEERLEWSEVLSNCMSEEEVEKQRNQLSVDTLQFLLFLYIQQLNKVSLRTSLIGEEWPSPRNKSQSPDLTEKSNCHNKNWNDYSHQAFVYDHLSDLLELLLDPKQLTASFHSTHSSLVSREAVVALSFLIEGTISRARKIYPLHELALWQPLHADSGFSKISKTFSFYKLETWLRSCLTGNPFGTSACLKSGKKLAWAHQVEGTTKRAKIACNT.... Result: 1 (interaction). (8) The miRNA is mmu-miR-1901 with sequence CCGCUCGUACUCCCGGGGGUCC. The protein sequence of the target gene is MGSPAAPEGALGYVREFTRHSSDVLGNLNELRLRGILTDVTLLVGGQPLRAHKAVLIACSGFFYSIFRGRAGVGVDVLSLPGGPEARGFAPLLDFMYTSRLRLSPATAPAVLAAATYLQMEHVVQACHRFIQASYEPLGISLRPLEAEPPTPPTAPPPGSPRRSEGHPDPPTESRSCSQGPPSPASPDPKACNWKKYKYIVLNSQASQAGSLVGERSSGQPCPQARLPSGDEASSSSSSSSSSSEEGPIPGPQSRLSPTAATVQFKCGAPASTPYLLTSQAQDTSGSPSERARPLPGSEF.... Result: 0 (no interaction). (9) The miRNA is hsa-miR-378j with sequence ACUGGAUUUGGAGCCAGAA. The protein sequence of the target gene is MPGPPALRRRLLLLLLVLLIAGSAGAAPLPQTGAGEAPPAAEVSSSFVILCVCSLIILIVLIANCVSCCKDPEIDFKEFEDNFDDEIDFTPPAEDTPSVQSPAEVFTLSVPNISLPAPSQFQPSVEGLKSQVARHSLNYIQEIGNGWFGKVLLGEIYTGTSVARVIVKELKASANPKEQDTFLKNGEPYYILQHPNILQCVGQCVEAIPYLLVFEFCDLGDLKAYLRSEQEHMRGDSQTMLLQRMACEVAAGLAAMHKLHFLHSDLALRNCFLTSDLNVKVGDYGIGFSRYKEDYIETDD.... Result: 1 (interaction).